This data is from NCI-60 drug combinations with 297,098 pairs across 59 cell lines. The task is: Regression. Given two drug SMILES strings and cell line genomic features, predict the synergy score measuring deviation from expected non-interaction effect. (1) Drug 1: C1CCC(CC1)NC(=O)N(CCCl)N=O. Drug 2: C1=NNC2=C1C(=O)NC=N2. Cell line: HOP-62. Synergy scores: CSS=22.3, Synergy_ZIP=-2.26, Synergy_Bliss=5.70, Synergy_Loewe=-2.26, Synergy_HSA=4.05. (2) Drug 1: COC1=C(C=C2C(=C1)N=CN=C2NC3=CC(=C(C=C3)F)Cl)OCCCN4CCOCC4. Drug 2: C1=CN(C(=O)N=C1N)C2C(C(C(O2)CO)O)O.Cl. Cell line: KM12. Synergy scores: CSS=-2.62, Synergy_ZIP=-6.54, Synergy_Bliss=-11.7, Synergy_Loewe=-8.85, Synergy_HSA=-8.95.